From a dataset of Catalyst prediction with 721,799 reactions and 888 catalyst types from USPTO. Predict which catalyst facilitates the given reaction. (1) Reactant: [CH2:1]([O:8][C:9]1[C:17]2[C:12](=[CH:13][CH:14]=[CH:15][CH:16]=2)[N:11]([CH2:18][C:19]2[O:23][C:22]([C:24]([O:26]CC)=[O:25])=[CH:21][CH:20]=2)[N:10]=1)[C:2]1[CH:7]=[CH:6][CH:5]=[CH:4][CH:3]=1.[OH-].[Na+].O.C(O)(=O)CC(CC(O)=O)(C(O)=O)O. Product: [CH2:1]([O:8][C:9]1[C:17]2[C:12](=[CH:13][CH:14]=[CH:15][CH:16]=2)[N:11]([CH2:18][C:19]2[O:23][C:22]([C:24]([OH:26])=[O:25])=[CH:21][CH:20]=2)[N:10]=1)[C:2]1[CH:7]=[CH:6][CH:5]=[CH:4][CH:3]=1. The catalyst class is: 14. (2) Reactant: [C:1](O)([C:3]([F:6])([F:5])[F:4])=[O:2].[CH2:8]([N:15]1[CH2:20][CH2:19][CH:18]([N:21]2[C:25]3=[N:26][C:27]([C:36]4[CH:41]=[CH:40][C:39]([NH2:42])=[CH:38][CH:37]=4)=[N:28][C:29]([N:30]4[CH2:35][CH2:34][O:33][CH2:32][CH2:31]4)=[C:24]3[CH:23]=[N:22]2)[CH2:17][CH2:16]1)[C:9]1[CH:14]=[CH:13][CH:12]=[CH:11][CH:10]=1.ClC(Cl)(OC(=O)OC(Cl)(Cl)Cl)Cl. Product: [CH2:8]([N:15]1[CH2:16][CH2:17][CH:18]([N:21]2[C:25]3=[N:26][C:27]([C:36]4[CH:37]=[CH:38][C:39]([NH:42][C:1](=[O:2])[C:3]([F:6])([F:5])[F:4])=[CH:40][CH:41]=4)=[N:28][C:29]([N:30]4[CH2:31][CH2:32][O:33][CH2:34][CH2:35]4)=[C:24]3[CH:23]=[N:22]2)[CH2:19][CH2:20]1)[C:9]1[CH:14]=[CH:13][CH:12]=[CH:11][CH:10]=1. The catalyst class is: 2. (3) Reactant: [OH:1][C@@H:2]1[C@@H:7]([C:8]2[CH:13]=[CH:12][C:11]([OH:14])=[CH:10][CH:9]=2)[CH2:6][CH2:5][N:4]([C:15]([O:17][C:18]([CH3:21])([CH3:20])[CH3:19])=[O:16])[CH2:3]1.[C:22]([O-])([O-])=O.[K+].[K+].CI. Product: [OH:1][C@@H:2]1[C@@H:7]([C:8]2[CH:9]=[CH:10][C:11]([O:14][CH3:22])=[CH:12][CH:13]=2)[CH2:6][CH2:5][N:4]([C:15]([O:17][C:18]([CH3:21])([CH3:20])[CH3:19])=[O:16])[CH2:3]1. The catalyst class is: 39. (4) Reactant: CS(C)=O.[Br:5][C:6]1[CH:7]=[CH:8][C:9]([F:13])=[C:10]([SH:12])[CH:11]=1.Br[CH:15]1[CH2:20][CH2:19][CH2:18][O:17][CH2:16]1.C(=O)([O-])[O-].[Cs+].[Cs+]. Product: [Br:5][C:6]1[CH:7]=[CH:8][C:9]([F:13])=[C:10]([S:12][CH:15]2[CH2:20][CH2:19][CH2:18][O:17][CH2:16]2)[CH:11]=1. The catalyst class is: 28. (5) Reactant: FC(F)(F)C(O)=O.C(OC([N:15]1[CH2:20][CH2:19][CH:18]([O:21][C:22]2[CH:27]=[CH:26][CH:25]=[C:24]([NH:28][C:29](=[O:39])[C:30]3[C:35]([F:36])=[CH:34][C:33]([F:37])=[CH:32][C:31]=3[F:38])[N:23]=2)[CH2:17][CH2:16]1)=O)(C)(C)C.[OH-].[Na+]. Product: [F:36][C:35]1[CH:34]=[C:33]([F:37])[CH:32]=[C:31]([F:38])[C:30]=1[C:29]([NH:28][C:24]1[CH:25]=[CH:26][CH:27]=[C:22]([O:21][CH:18]2[CH2:17][CH2:16][NH:15][CH2:20][CH2:19]2)[N:23]=1)=[O:39]. The catalyst class is: 2. (6) Reactant: [NH2:1][C:2]1=[N:3][C:4](=[O:30])[N:5]([CH3:29])/[C:6]/1=[CH:7]\[CH:8]1[CH2:13][CH2:12][N:11]([CH2:14][C:15]2[CH:20]=[CH:19][C:18]([C:21]([F:24])([F:23])[F:22])=[CH:17][C:16]=2[C:25]([F:28])([F:27])[F:26])[CH2:10][CH2:9]1.[CH2:31](N)[C:32]#[CH:33]. Product: [F:27][C:25]([F:26])([F:28])[C:16]1[CH:17]=[C:18]([C:21]([F:22])([F:23])[F:24])[CH:19]=[CH:20][C:15]=1[CH2:14][N:11]1[CH2:12][CH2:13][CH:8](/[CH:7]=[C:6]2/[C:2]([NH:1][CH2:33][C:32]#[CH:31])=[N:3][C:4](=[O:30])[N:5]/2[CH3:29])[CH2:9][CH2:10]1. The catalyst class is: 11.